Dataset: Reaction yield outcomes from USPTO patents with 853,638 reactions. Task: Predict the reaction yield, written as a fraction of the theoretical maximum amount of product (1.0 means a 100% yield; for example, 0.34 means a 34% yield). (1) The reactants are [NH:1](C(OCC1C=CC=CC=1)=O)[CH2:2][C:3]([NH:5][CH2:6][C:7]([O:9][C:10]([CH3:13])([CH3:12])[CH3:11])=[O:8])=[O:4]. The catalyst is C1COCC1.[Pd]. The product is [NH2:1][CH2:2][C:3]([NH:5][CH2:6][C:7]([O:9][C:10]([CH3:13])([CH3:12])[CH3:11])=[O:8])=[O:4]. The yield is 0.950. (2) The reactants are [CH2:1]([O:3][C:4]([C:6]1([C:12]2[CH:17]=[CH:16][CH:15]=[CH:14][CH:13]=2)[CH2:11][CH2:10][NH:9][CH2:8][CH2:7]1)=[O:5])[CH3:2].Cl. The catalyst is CCO.[Pt](=O)=O. The product is [CH2:1]([O:3][C:4]([C:6]1([CH:12]2[CH2:17][CH2:16][CH2:15][CH2:14][CH2:13]2)[CH2:7][CH2:8][NH:9][CH2:10][CH2:11]1)=[O:5])[CH3:2]. The yield is 1.00.